From a dataset of NCI-60 drug combinations with 297,098 pairs across 59 cell lines. Regression. Given two drug SMILES strings and cell line genomic features, predict the synergy score measuring deviation from expected non-interaction effect. Drug 1: C1=CC=C(C(=C1)C(C2=CC=C(C=C2)Cl)C(Cl)Cl)Cl. Cell line: HOP-62. Synergy scores: CSS=31.3, Synergy_ZIP=-1.52, Synergy_Bliss=-4.79, Synergy_Loewe=-13.5, Synergy_HSA=-1.61. Drug 2: C1=NC2=C(N=C(N=C2N1C3C(C(C(O3)CO)O)F)Cl)N.